This data is from Forward reaction prediction with 1.9M reactions from USPTO patents (1976-2016). The task is: Predict the product of the given reaction. Given the reactants [CH:1]([C:3]1[N:4]=[C:5]([CH:8]2[CH2:13][CH2:12][N:11]([C:14]([O:16][C:17]([CH3:20])([CH3:19])[CH3:18])=[O:15])[CH2:10][CH2:9]2)[S:6][CH:7]=1)=O.[I-].C1([P+](C2C=CC=CC=2)(C2C=CC=CC=2)[CH2:29][CH2:30][CH:31]([C:33]2[CH:38]=[CH:37][CH:36]=[CH:35][CH:34]=2)[CH3:32])C=CC=CC=1, predict the reaction product. The product is: [C:33]1([CH:31]([CH3:32])[CH2:30]/[CH:29]=[CH:1]\[C:3]2[N:4]=[C:5]([CH:8]3[CH2:13][CH2:12][N:11]([C:14]([O:16][C:17]([CH3:20])([CH3:19])[CH3:18])=[O:15])[CH2:10][CH2:9]3)[S:6][CH:7]=2)[CH:38]=[CH:37][CH:36]=[CH:35][CH:34]=1.